This data is from Catalyst prediction with 721,799 reactions and 888 catalyst types from USPTO. The task is: Predict which catalyst facilitates the given reaction. (1) Reactant: F[C:2]1[CH:9]=[CH:8][CH:7]=[C:6]([C:10]([F:13])([F:12])[F:11])[C:3]=1[C:4]#[N:5].COC1C=CC(CN)=CC=1. Product: [F:11][C:10]([F:12])([F:13])[C:6]1[C:3]([C:4]#[N:5])=[CH:2][CH:9]=[CH:8][CH:7]=1. The catalyst class is: 12. (2) Reactant: [Br:1][C:2]1[N:3]=[C:4]2[CH:10]=[CH:9][NH:8][C:5]2=[N:6][CH:7]=1.[CH2:11]([O:18][CH:19]1[CH2:24][CH2:23][C:22]([CH3:28])([C:25](Cl)=[O:26])[CH2:21][CH2:20]1)[C:12]1[CH:17]=[CH:16][CH:15]=[CH:14][CH:13]=1.[Al](Cl)(CC)CC.CCOCC. Product: [CH2:11]([O:18][CH:19]1[CH2:24][CH2:23][C:22]([C:25]([C:10]2[C:4]3[C:5](=[N:6][CH:7]=[C:2]([Br:1])[N:3]=3)[NH:8][CH:9]=2)=[O:26])([CH3:28])[CH2:21][CH2:20]1)[C:12]1[CH:17]=[CH:16][CH:15]=[CH:14][CH:13]=1. The catalyst class is: 308. (3) Reactant: C(=O)([O-])[O-].[K+].[K+].[CH:7]1([CH2:13][C@@H:14]([NH2:30])[CH2:15][N:16]2[CH2:21][CH2:20][CH:19]([C:22]3[CH:27]=[CH:26][CH:25]=[CH:24][C:23]=3[O:28][CH3:29])[CH2:18][CH2:17]2)[CH2:12][CH2:11][CH2:10][CH2:9][CH2:8]1.[CH:31]1([C:37](Cl)=[O:38])[CH2:36][CH2:35][CH2:34][CH2:33][CH2:32]1. Product: [CH:7]1([CH2:13][C@@H:14]([NH:30][C:37]([CH:31]2[CH2:36][CH2:35][CH2:34][CH2:33][CH2:32]2)=[O:38])[CH2:15][N:16]2[CH2:17][CH2:18][CH:19]([C:22]3[CH:27]=[CH:26][CH:25]=[CH:24][C:23]=3[O:28][CH3:29])[CH2:20][CH2:21]2)[CH2:12][CH2:11][CH2:10][CH2:9][CH2:8]1. The catalyst class is: 46. (4) Product: [F:1][C:2]1[CH:3]=[CH:4][C:5]([O:30][CH3:31])=[C:6]([C:8]2[C:9]3[CH:16]=[C:15]([CH:17]4[CH2:18][CH2:19][NH:20][CH2:21][CH2:22]4)[NH:14][C:10]=3[N:11]=[CH:12][N:13]=2)[CH:7]=1. Reactant: [F:1][C:2]1[CH:3]=[CH:4][C:5]([O:30][CH3:31])=[C:6]([C:8]2[C:9]3[CH:16]=[C:15]([CH:17]4[CH2:22][CH2:21][N:20](C(OC(C)(C)C)=O)[CH2:19][CH2:18]4)[NH:14][C:10]=3[N:11]=[CH:12][N:13]=2)[CH:7]=1.Cl. The catalyst class is: 4. (5) Reactant: [CH3:1][C:2]1[C:11]2[C:6](=[CH:7][CH:8]=[CH:9][CH:10]=2)[CH:5]=[CH:4][N:3]=1.[Li+].CC([N-]C(C)C)C.I[CH2:21][CH:22]1[CH2:27][CH2:26][N:25]([C:28]([O:30][C:31]([CH3:34])([CH3:33])[CH3:32])=[O:29])[CH2:24][CH2:23]1. Product: [C:2]1([CH2:1][CH2:21][CH:22]2[CH2:27][CH2:26][N:25]([C:28]([O:30][C:31]([CH3:32])([CH3:34])[CH3:33])=[O:29])[CH2:24][CH2:23]2)[C:11]2[C:6](=[CH:7][CH:8]=[CH:9][CH:10]=2)[CH:5]=[CH:4][N:3]=1. The catalyst class is: 1. (6) Reactant: [N:1]1([C:7]([O:9][CH2:10][C:11]2[CH:16]=[CH:15][CH:14]=[CH:13][CH:12]=2)=[O:8])[CH2:6][CH2:5][NH:4][CH2:3][CH2:2]1.C(=O)([O-])[O-].[K+].[K+].Cl[CH2:24][C:25]([C:27]1[CH:32]=[CH:31][CH:30]=[CH:29][CH:28]=1)=[O:26]. Product: [O:26]=[C:25]([C:27]1[CH:32]=[CH:31][CH:30]=[CH:29][CH:28]=1)[CH2:24][N:4]1[CH2:5][CH2:6][N:1]([C:7]([O:9][CH2:10][C:11]2[CH:16]=[CH:15][CH:14]=[CH:13][CH:12]=2)=[O:8])[CH2:2][CH2:3]1. The catalyst class is: 10.